From a dataset of Full USPTO retrosynthesis dataset with 1.9M reactions from patents (1976-2016). Predict the reactants needed to synthesize the given product. (1) Given the product [CH2:1]([C:3]1[N:4]([C:14]2[CH:19]=[CH:18][CH:17]=[CH:16][CH:15]=2)[C:5]2[C:10]([C:11](=[S:29])[N:12]=1)=[CH:9][CH:8]=[CH:7][CH:6]=2)[CH3:2], predict the reactants needed to synthesize it. The reactants are: [CH2:1]([C:3]1[N:4]([C:14]2[CH:19]=[CH:18][CH:17]=[CH:16][CH:15]=2)[C:5]2[C:10]([C:11](=O)[N:12]=1)=[CH:9][CH:8]=[CH:7][CH:6]=2)[CH3:2].COC1C=CC(P2(SP(C3C=CC(OC)=CC=3)(=S)S2)=[S:29])=CC=1. (2) The reactants are: [CH3:1][CH2:2][O-:3].[Na+].C([C:7]([CH2:14][CH3:15])([C:11]([O-:13])=O)[C:8]([O-:10])=[O:9])C.Br[CH2:17][CH:18]1CC1.[CH3:21][CH2:22]O. Given the product [CH2:2]([O:3][C:11](=[O:13])[CH:7]([CH2:14][CH:15]1[CH2:22][CH2:21]1)[C:8]([O:10][CH2:17][CH3:18])=[O:9])[CH3:1], predict the reactants needed to synthesize it. (3) Given the product [CH3:9][C:10]1[CH:11]=[C:12]([NH:24][C:25]2[C:34]3[C:29](=[CH:30][CH:31]=[C:32]([O:35][CH:36]4[CH2:41][CH2:40][N:39]([C:5](=[O:4])[CH2:6][OH:7])[CH2:38][CH2:37]4)[CH:33]=3)[N:28]=[CH:27][N:26]=2)[CH:13]=[CH:14][C:15]=1[O:16][C:17]1[CH:18]=[N:19][C:20]([CH3:23])=[CH:21][CH:22]=1, predict the reactants needed to synthesize it. The reactants are: C([O:4][CH2:5][C:6](Cl)=[O:7])(=O)C.[CH3:9][C:10]1[CH:11]=[C:12]([NH:24][C:25]2[C:34]3[C:29](=[CH:30][CH:31]=[C:32]([O:35][CH:36]4[CH2:41][CH2:40][NH:39][CH2:38][CH2:37]4)[CH:33]=3)[N:28]=[CH:27][N:26]=2)[CH:13]=[CH:14][C:15]=1[O:16][C:17]1[CH:18]=[N:19][C:20]([CH3:23])=[CH:21][CH:22]=1.C(N(CC)CC)C.N1CCCC1. (4) Given the product [Cl:1][C:2]1[CH:18]=[CH:17][C:16]([Cl:19])=[CH:15][C:3]=1[O:4][CH2:5][C:6]1[CH:11]=[CH:10][N:9]=[C:8]([C:12]([NH:20][C:21]2[CH:22]=[N:23][N:24]([C:26]([O:28][C:29]([CH3:32])([CH3:31])[CH3:30])=[O:27])[CH:25]=2)=[O:14])[CH:7]=1, predict the reactants needed to synthesize it. The reactants are: [Cl:1][C:2]1[CH:18]=[CH:17][C:16]([Cl:19])=[CH:15][C:3]=1[O:4][CH2:5][C:6]1[CH:11]=[CH:10][N:9]=[C:8]([C:12]([OH:14])=O)[CH:7]=1.[NH2:20][C:21]1[CH:22]=[N:23][N:24]([C:26]([O:28][C:29]([CH3:32])([CH3:31])[CH3:30])=[O:27])[CH:25]=1. (5) The reactants are: [Cl:1][C:2]1[C:3]([O:12][CH:13]([F:15])[F:14])=[N:4][CH:5]=[C:6]([CH:11]=1)[C:7](OC)=[O:8].CC(C[AlH]CC(C)C)C.[OH-].[Na+].C([O-])(O)=O.[Na+]. Given the product [Cl:1][C:2]1[CH:11]=[C:6]([CH2:7][OH:8])[CH:5]=[N:4][C:3]=1[O:12][CH:13]([F:14])[F:15], predict the reactants needed to synthesize it. (6) Given the product [CH:34]1([NH:37][C:3](=[O:5])[CH:2]([OH:1])[CH:6]([NH:14][C:15](=[O:33])[C:16]2[CH:21]=[CH:20][CH:19]=[N:18][C:17]=2[N:22]2[CH:26]=[CH:25][C:24]([C:27]3[CH:32]=[CH:31][CH:30]=[CH:29][CH:28]=3)=[N:23]2)[CH2:7][C:8]2[CH:13]=[CH:12][CH:11]=[CH:10][CH:9]=2)[CH2:36][CH2:35]1, predict the reactants needed to synthesize it. The reactants are: [OH:1][CH:2]([CH:6]([NH:14][C:15](=[O:33])[C:16]1[CH:21]=[CH:20][CH:19]=[N:18][C:17]=1[N:22]1[CH:26]=[CH:25][C:24]([C:27]2[CH:32]=[CH:31][CH:30]=[CH:29][CH:28]=2)=[N:23]1)[CH2:7][C:8]1[CH:13]=[CH:12][CH:11]=[CH:10][CH:9]=1)[C:3]([OH:5])=O.[CH:34]1([NH2:37])[CH2:36][CH2:35]1.